From a dataset of Catalyst prediction with 721,799 reactions and 888 catalyst types from USPTO. Predict which catalyst facilitates the given reaction. Reactant: C([O:3][C:4](=[O:12])[CH2:5][N:6]1[CH:10]=[CH:9][NH:8][C:7]1=[O:11])C.[OH-].[K+:14]. Product: [O:11]=[C:7]1[NH:8][CH:9]=[CH:10][N:6]1[CH2:5][C:4]([O-:12])=[O:3].[K+:14]. The catalyst class is: 8.